From a dataset of Reaction yield outcomes from USPTO patents with 853,638 reactions. Predict the reaction yield, written as a fraction of the theoretical maximum amount of product (1.0 means a 100% yield; for example, 0.34 means a 34% yield). (1) The reactants are C(OC([N:8]1[CH2:11][C:10]([O:13][C:14]2[CH:15]=[C:16]3[C:25](=[CH:26][C:27]=2[CH3:28])[O:24][CH2:23][C:22]2[N:17]3[CH:18]([CH3:30])[C:19](=[O:29])[NH:20][N:21]=2)([CH3:12])[CH2:9]1)=O)(C)(C)C.[C:31]([OH:37])([C:33]([F:36])([F:35])[F:34])=[O:32]. The catalyst is C(Cl)Cl. The product is [F:34][C:33]([F:36])([F:35])[C:31]([OH:37])=[O:32].[CH3:30][CH:18]1[N:17]2[C:22]([CH2:23][O:24][C:25]3[C:16]2=[CH:15][C:14]([O:13][C:10]2([CH3:12])[CH2:9][NH:8][CH2:11]2)=[C:27]([CH3:28])[CH:26]=3)=[N:21][NH:20][C:19]1=[O:29]. The yield is 0.440. (2) The reactants are Br[C:2]1[C:11]2[O:10][CH2:9][C:8]3[CH:12]=[C:13]([OH:16])[CH:14]=[CH:15][C:7]=3[C:6]=2[CH:5]=[C:4]2[CH:17]=[CH:18][C:19]([OH:21])=[CH:20][C:3]=12.[O:22]1[CH:26]=[CH:25][C:24](B(O)O)=[CH:23]1. The catalyst is CN(C=O)C.C1C=CC([P]([Pd]([P](C2C=CC=CC=2)(C2C=CC=CC=2)C2C=CC=CC=2)([P](C2C=CC=CC=2)(C2C=CC=CC=2)C2C=CC=CC=2)[P](C2C=CC=CC=2)(C2C=CC=CC=2)C2C=CC=CC=2)(C2C=CC=CC=2)C2C=CC=CC=2)=CC=1. The product is [O:22]1[CH:26]=[CH:25][C:24]([C:2]2[C:11]3[O:10][CH2:9][C:8]4[CH:12]=[C:13]([OH:16])[CH:14]=[CH:15][C:7]=4[C:6]=3[CH:5]=[C:4]3[CH:17]=[CH:18][C:19]([OH:21])=[CH:20][C:3]=23)=[CH:23]1. The yield is 0.610. (3) The reactants are [CH3:1][O:2][C:3]1[CH:12]=[C:11]2[C:6]([C:7](=[O:33])[C:8]([C:21]([C:23]3[CH:32]=[CH:31][C:30]4[C:25](=[CH:26][CH:27]=[CH:28][CH:29]=4)[CH:24]=3)=[O:22])=[CH:9][N:10]2C(CC(C)(C)C)(C)C)=[CH:5][N:4]=1.C(O)(C(F)(F)F)=O. The catalyst is C(Cl)Cl. The product is [CH3:1][O:2][C:3]1[CH:12]=[C:11]2[C:6]([C:7](=[O:33])[CH:8]([C:21]([C:23]3[CH:32]=[CH:31][C:30]4[C:25](=[CH:26][CH:27]=[CH:28][CH:29]=4)[CH:24]=3)=[O:22])[CH:9]=[N:10]2)=[CH:5][N:4]=1. The yield is 0.950. (4) The reactants are CC1C=CC(S([CH:11]2[CH:15]([C:16]3[CH:21]=[C:20]([C:22]([NH2:24])=[O:23])[CH:19]=[CH:18][N:17]=3)O[CH:13]=[N:12]2)(=O)=O)=CC=1.[NH3:25]. The catalyst is CO. The product is [NH:12]1[CH:11]=[C:15]([C:16]2[CH:21]=[C:20]([C:22]([NH2:24])=[O:23])[CH:19]=[CH:18][N:17]=2)[N:25]=[CH:13]1. The yield is 0.368. (5) The yield is 0.790. The reactants are C([O:8][N:9]1[C:15](=[O:16])[N:14]2[CH2:17][C@@H:10]1[CH2:11][CH2:12][C@@H:13]2[C:18]([NH:20][N:21]([CH3:26])[C:22](=[O:25])[CH2:23][CH3:24])=[O:19])C1C=CC=CC=1.[H][H]. The product is [OH:8][N:9]1[C:15](=[O:16])[N:14]2[CH2:17][C@@H:10]1[CH2:11][CH2:12][C@@H:13]2[C:18]([NH:20][N:21]([CH3:26])[C:22](=[O:25])[CH2:23][CH3:24])=[O:19]. The catalyst is CO.[Pd]. (6) The product is [CH3:1][O:2][C:3]1[CH:10]=[CH:9][C:6](/[CH:7]=[CH:17]/[C:16]([C:19]2[CH:27]=[CH:26][CH:25]=[CH:24][C:20]=2[C:21]([OH:23])=[O:22])=[O:18])=[CH:5][C:4]=1[C:11]1[S:12][CH:13]=[CH:14][CH:15]=1. The reactants are [CH3:1][O:2][C:3]1[CH:10]=[CH:9][C:6]([CH:7]=O)=[CH:5][C:4]=1[C:11]1[S:12][CH:13]=[CH:14][CH:15]=1.[C:16]([C:19]1[CH:27]=[CH:26][CH:25]=[CH:24][C:20]=1[C:21]([OH:23])=[O:22])(=[O:18])[CH3:17]. The yield is 0.440. No catalyst specified. (7) The reactants are Cl[C:2]1[CH:9]=[CH:8][C:5]([CH2:6][OH:7])=[CH:4][C:3]=1[O:10][CH2:11][CH3:12].[Cl:13]CCl. The catalyst is O=[Mn]=O. The product is [Cl:13][C:4]1[C:3]([O:10][CH2:11][CH3:12])=[CH:2][CH:9]=[CH:8][C:5]=1[CH:6]=[O:7]. The yield is 0.520.